From a dataset of Reaction yield outcomes from USPTO patents with 853,638 reactions. Predict the reaction yield, written as a fraction of the theoretical maximum amount of product (1.0 means a 100% yield; for example, 0.34 means a 34% yield). (1) The reactants are [C:1]([C:5]1[CH:15]=[CH:14][C:8]([O:9][CH2:10][C:11]([OH:13])=O)=[CH:7][CH:6]=1)([CH3:4])([CH3:3])[CH3:2].[NH2:16][C:17]1[CH:18]=[C:19]([CH:23]=[CH:24][CH:25]=1)[C:20]([NH2:22])=[O:21].C1C=CC2N(O)N=NC=2C=1.CCN(C(C)C)C(C)C.C(Cl)CCl. The catalyst is CN(C=O)C.CO. The product is [C:1]([C:5]1[CH:6]=[CH:7][C:8]([O:9][CH2:10][C:11]([NH:16][C:17]2[CH:18]=[C:19]([CH:23]=[CH:24][CH:25]=2)[C:20]([NH2:22])=[O:21])=[O:13])=[CH:14][CH:15]=1)([CH3:2])([CH3:3])[CH3:4]. The yield is 0.858. (2) The reactants are [C:1]([O:5][C:6](=[O:43])[N:7]([C:16]1[CH:21]=[CH:20][C:19]([CH:22]([C:24]2[C:32]3[C:27](=[N:28][CH:29]=[C:30]([Cl:33])[CH:31]=3)[N:26]([S:34]([C:37]3[CH:42]=[CH:41][CH:40]=[CH:39][CH:38]=3)(=[O:36])=[O:35])[CH:25]=2)[OH:23])=[CH:18][N:17]=1)[CH2:8][C:9]1[CH:14]=[CH:13][CH:12]=[CH:11][C:10]=1[F:15])([CH3:4])([CH3:3])[CH3:2].CC(OI1(OC(C)=O)(OC(C)=O)OC(=O)C2C=CC=CC1=2)=O.C(=O)([O-])[O-].[K+].[K+]. The catalyst is ClCCl. The product is [C:1]([O:5][C:6](=[O:43])[N:7]([C:16]1[CH:21]=[CH:20][C:19]([C:22]([C:24]2[C:32]3[C:27](=[N:28][CH:29]=[C:30]([Cl:33])[CH:31]=3)[N:26]([S:34]([C:37]3[CH:42]=[CH:41][CH:40]=[CH:39][CH:38]=3)(=[O:35])=[O:36])[CH:25]=2)=[O:23])=[CH:18][N:17]=1)[CH2:8][C:9]1[CH:14]=[CH:13][CH:12]=[CH:11][C:10]=1[F:15])([CH3:4])([CH3:2])[CH3:3]. The yield is 0.240. (3) The reactants are [B:1]([O:10][CH:11]([CH3:13])[CH3:12])([O:6][CH:7]([CH3:9])[CH3:8])OC(C)C.[Cl:14][CH2:15]I.C([Li])CCC.Cl.C(OCC)(=O)C.OC(C(O)(C)C)(C)C. The catalyst is CCCCCC.O1CCCC1. The product is [Cl:14][CH2:15][B:1]1[O:6][C:7]([CH3:8])([CH3:9])[C:11]([CH3:12])([CH3:13])[O:10]1. The yield is 0.810.